From a dataset of Reaction yield outcomes from USPTO patents with 853,638 reactions. Predict the reaction yield, written as a fraction of the theoretical maximum amount of product (1.0 means a 100% yield; for example, 0.34 means a 34% yield). (1) The reactants are [Cl:1][C:2]1[CH:7]=[C:6]([CH3:8])[CH:5]=[CH:4][N:3]=1.[H-].[K+].[C:11](=[O:18])([O:15][CH2:16][CH3:17])OCC. No catalyst specified. The product is [Cl:1][C:2]1[CH:7]=[C:6]([CH:8]([C:11]([O:15][CH2:16][CH3:17])=[O:18])[C:11]([O:15][CH2:16][CH3:17])=[O:18])[CH:5]=[CH:4][N:3]=1. The yield is 0.360. (2) The reactants are [C:1]([O:5][C:6]([N:8]1[CH2:13][CH2:12][CH:11]([C:14]2[S:15][CH2:16][CH:17]([C:19]([O:21][CH2:22][CH3:23])=[O:20])[N:18]=2)[CH2:10][CH2:9]1)=[O:7])([CH3:4])([CH3:3])[CH3:2]. The catalyst is C1(C)C=CC=CC=1.O=[Mn]=O. The product is [C:1]([O:5][C:6]([N:8]1[CH2:9][CH2:10][CH:11]([C:14]2[S:15][CH:16]=[C:17]([C:19]([O:21][CH2:22][CH3:23])=[O:20])[N:18]=2)[CH2:12][CH2:13]1)=[O:7])([CH3:4])([CH3:3])[CH3:2]. The yield is 0.300. (3) The reactants are Br[C:2]1[N:3]=[CH:4][C:5]([NH2:8])=[N:6][CH:7]=1.[NH:9]1[CH2:13][CH2:12][CH2:11][CH2:10]1. The catalyst is C(OCC)(=O)C. The product is [N:9]1([C:2]2[N:3]=[CH:4][C:5]([NH2:8])=[N:6][CH:7]=2)[CH2:13][CH2:12][CH2:11][CH2:10]1. The yield is 0.437. (4) The reactants are C([O:8][C:9]1[CH:29]=[CH:28][C:12]([O:13][CH2:14][CH2:15][C:16]2[N:17]=[C:18]([C:22]3[CH:27]=[CH:26][CH:25]=[CH:24][CH:23]=3)[O:19][C:20]=2[CH3:21])=[C:11]([CH2:30][CH2:31][CH3:32])[CH:10]=1)C1C=CC=CC=1.[H][H]. The catalyst is C1COCC1.[Pd]. The product is [CH3:21][C:20]1[O:19][C:18]([C:22]2[CH:23]=[CH:24][CH:25]=[CH:26][CH:27]=2)=[N:17][C:16]=1[CH2:15][CH2:14][O:13][C:12]1[CH:28]=[CH:29][C:9]([OH:8])=[CH:10][C:11]=1[CH2:30][CH2:31][CH3:32]. The yield is 0.780. (5) The reactants are [Cl:1][C:2]1[CH:7]=[CH:6][C:5]([O:8][C:9]2[CH:16]=[CH:15][C:12]([CH:13]=[O:14])=[CH:11][CH:10]=2)=[CH:4][C:3]=1[C:17]([F:20])([F:19])[F:18].[BH4-].[Na+]. The catalyst is CO. The product is [Cl:1][C:2]1[CH:7]=[CH:6][C:5]([O:8][C:9]2[CH:16]=[CH:15][C:12]([CH2:13][OH:14])=[CH:11][CH:10]=2)=[CH:4][C:3]=1[C:17]([F:18])([F:19])[F:20]. The yield is 0.790. (6) The reactants are [OH:1][C@H:2]([CH2:21][N:22]1[CH2:27][CH2:26][CH2:25][CH2:24][CH2:23]1)[CH2:3][O:4][C:5]1[CH:6]=[CH:7][C:8]2[C:9]3[N:10]([CH2:18][CH2:19][N:20]=3)[C:11]([NH2:17])=[N:12][C:13]=2[C:14]=1[O:15][CH3:16].[C:28](O)(=[O:35])[C:29]1[CH:34]=[CH:33][CH:32]=[N:31][CH:30]=1.C1CN([P+](ON2N=NC3C=CC=CC2=3)(N2CCCC2)N2CCCC2)CC1.F[P-](F)(F)(F)(F)F.C(N(C(C)C)CC)(C)C. The catalyst is CN(CC1C=C(CN(C)C)C(O)=C(CN(C)C)C=1)C. The product is [OH:1][C@H:2]([CH2:21][N:22]1[CH2:27][CH2:26][CH2:25][CH2:24][CH2:23]1)[CH2:3][O:4][C:5]1[CH:6]=[CH:7][C:8]2[C:9]3[N:10]([CH2:18][CH2:19][N:20]=3)[C:11]([NH:17][C:28]([C:29]3[CH:30]=[N:31][CH:32]=[CH:33][CH:34]=3)=[O:35])=[N:12][C:13]=2[C:14]=1[O:15][CH3:16]. The yield is 0.660. (7) The reactants are [F:1][C:2]1[C:10]([NH:11][S:12]([C:15]2[CH:20]=[CH:19][C:18]([C:21]([F:24])([F:23])[F:22])=[CH:17][CH:16]=2)(=[O:14])=[O:13])=[CH:9][CH:8]=[CH:7][C:3]=1[C:4]([OH:6])=[O:5].S(=O)(=O)(O)O.[CH3:30]O. No catalyst specified. The product is [CH3:30][O:5][C:4](=[O:6])[C:3]1[CH:7]=[CH:8][CH:9]=[C:10]([NH:11][S:12]([C:15]2[CH:20]=[CH:19][C:18]([C:21]([F:24])([F:22])[F:23])=[CH:17][CH:16]=2)(=[O:14])=[O:13])[C:2]=1[F:1]. The yield is 0.810.